Regression. Given a peptide amino acid sequence and an MHC pseudo amino acid sequence, predict their binding affinity value. This is MHC class I binding data. From a dataset of Peptide-MHC class I binding affinity with 185,985 pairs from IEDB/IMGT. (1) The peptide sequence is DSSWAIHWF. The MHC is H-2-Db with pseudo-sequence H-2-Db. The binding affinity (normalized) is 0. (2) The peptide sequence is HTFGVPYNPQ. The MHC is Mamu-B08 with pseudo-sequence Mamu-B08. The binding affinity (normalized) is 0. (3) The peptide sequence is FTGWRDPGL. The MHC is HLA-B27:03 with pseudo-sequence HLA-B27:03. The binding affinity (normalized) is 0.0847. (4) The peptide sequence is FHGVAKNPV. The MHC is HLA-B57:01 with pseudo-sequence HLA-B57:01. The binding affinity (normalized) is 0.0847. (5) The peptide sequence is VFTDNSSPPA. The MHC is Patr-A0901 with pseudo-sequence Patr-A0901. The binding affinity (normalized) is 0.0494. (6) The peptide sequence is ILFCFLAAV. The MHC is H-2-Kb with pseudo-sequence H-2-Kb. The binding affinity (normalized) is 0.373. (7) The peptide sequence is RRIFDLIEL. The MHC is HLA-B58:01 with pseudo-sequence HLA-B58:01. The binding affinity (normalized) is 0.132. (8) The peptide sequence is SNLNNLSEL. The MHC is H-2-Db with pseudo-sequence H-2-Db. The binding affinity (normalized) is 0.152.